From a dataset of Forward reaction prediction with 1.9M reactions from USPTO patents (1976-2016). Predict the product of the given reaction. (1) Given the reactants [OH-].[Na+].[F:3][C:4]1[CH:9]=[C:8]([C:10]2[C:11]([O:18][CH3:19])=[N:12][C:13]([CH3:17])=[CH:14][C:15]=2[CH3:16])[C:7]([F:20])=[CH:6][C:5]=1[C:21]1[N:25]([C@H:26]2[CH2:30][CH2:29][O:28][CH2:27]2)[N:24]=[CH:23][C:22]=1[C:31]([O:33]CC)=[O:32].Cl.[Cl-].[NH4+], predict the reaction product. The product is: [F:3][C:4]1[CH:9]=[C:8]([C:10]2[C:11]([O:18][CH3:19])=[N:12][C:13]([CH3:17])=[CH:14][C:15]=2[CH3:16])[C:7]([F:20])=[CH:6][C:5]=1[C:21]1[N:25]([C@H:26]2[CH2:30][CH2:29][O:28][CH2:27]2)[N:24]=[CH:23][C:22]=1[C:31]([OH:33])=[O:32]. (2) Given the reactants [CH3:1][O:2][C:3]1[CH:20]=[C:19]([O:21][CH3:22])[CH:18]=[CH:17][C:4]=1[CH2:5][NH:6][C:7](=[O:16])[CH2:8][CH:9]1[CH2:14][CH2:13][C:12](=[O:15])[CH:11]=[CH:10]1.[H-].[Na+], predict the reaction product. The product is: [CH3:1][O:2][C:3]1[CH:20]=[C:19]([O:21][CH3:22])[CH:18]=[CH:17][C:4]=1[CH2:5][N:6]1[CH:14]2[CH:9]([CH2:10][CH2:11][C:12](=[O:15])[CH2:13]2)[CH2:8][C:7]1=[O:16]. (3) Given the reactants C[O:2][C:3](=[O:21])[C:4]([NH:7][C:8]([C:10]1[CH:19]=[CH:18][C:17]2[CH2:16][CH2:15][CH2:14][CH2:13][C:12]=2[C:11]=1[OH:20])=[O:9])([CH3:6])[CH3:5].COC(=O)C(NC([C:31]1[CH:32]=[CH:33][C:34]2[CH:38]=[CH:37]S[C:35]=2[C:39]=1O)=O)(C)C, predict the reaction product. The product is: [CH3:6][C:4]([NH:7][C:8]([C:10]1[CH:19]=[CH:18][C:17]2[CH2:16][CH2:15][CH2:14][CH2:13][C:12]=2[C:11]=1[O:20][CH2:37][CH2:38][C:34]1[CH:35]=[CH:39][CH:31]=[CH:32][CH:33]=1)=[O:9])([CH3:5])[C:3]([OH:2])=[O:21]. (4) Given the reactants [F:1][C:2]([F:27])([C:21]1[CH:26]=[CH:25][CH:24]=[CH:23][CH:22]=1)[C:3]1[CH:8]=[CH:7][C:6]([C:9]2[C:14]3=[N:15][S:16](=[O:20])(=[O:19])[CH2:17][CH2:18][N:13]3[CH:12]=[CH:11][CH:10]=2)=[CH:5][CH:4]=1, predict the reaction product. The product is: [F:27][C:2]([F:1])([C:21]1[CH:22]=[CH:23][CH:24]=[CH:25][CH:26]=1)[C:3]1[CH:8]=[CH:7][C:6]([CH:9]2[C:14]3=[N:15][S:16](=[O:20])(=[O:19])[CH2:17][CH2:18][N:13]3[CH2:12][CH2:11][CH2:10]2)=[CH:5][CH:4]=1. (5) The product is: [CH3:11][C:9]1([CH3:10])[C:5]([CH3:20])([CH3:4])[O:6][B:7]([CH:12]2[CH2:3][CH:13]2[C:14]2[CH:19]=[CH:18][CH:17]=[CH:16][CH:15]=2)[O:8]1. Given the reactants [N+](=[CH2:3])=[N-].[CH3:4][C:5]1([CH3:20])[C:9]([CH3:11])([CH3:10])[O:8][B:7](/[CH:12]=[CH:13]/[C:14]2[CH:19]=[CH:18][CH:17]=[CH:16][CH:15]=2)[O:6]1, predict the reaction product. (6) Given the reactants [Cl:1][C:2]1[CH:7]=[CH:6][C:5]([C@@H:8]2[CH2:13][CH2:12][N:11]([C:14]([O:16][C:17]([CH3:20])([CH3:19])[CH3:18])=[O:15])[CH2:10][C@H:9]2[CH2:21][O:22][C:23]2[CH:28]=[CH:27][C:26](I)=[CH:25][C:24]=2[C:30]#[N:31])=[CH:4][CH:3]=1.[CH2:32]([SH:39])[C:33]1[CH:38]=[CH:37][CH:36]=[CH:35][CH:34]=1.C(O)CO.C(=O)([O-])[O-].[K+].[K+], predict the reaction product. The product is: [CH2:32]([S:39][C:26]1[CH:27]=[CH:28][C:23]([O:22][CH2:21][C@H:9]2[C@H:8]([C:5]3[CH:6]=[CH:7][C:2]([Cl:1])=[CH:3][CH:4]=3)[CH2:13][CH2:12][N:11]([C:14]([O:16][C:17]([CH3:20])([CH3:19])[CH3:18])=[O:15])[CH2:10]2)=[C:24]([C:30]#[N:31])[CH:25]=1)[C:33]1[CH:38]=[CH:37][CH:36]=[CH:35][CH:34]=1. (7) Given the reactants C([O:4][C:5]1[CH:6]=[CH:7][C:8]2[CH:12]=[C:11]([CH3:13])[S:10][C:9]=2[CH:14]=1)(=O)C.[C:15](Cl)(=[O:19])C(Cl)=O.[Al+3].[Cl-].[Cl-].[Cl-].[CH:25]1([NH2:28])[CH2:27][CH2:26]1, predict the reaction product. The product is: [CH:25]1([NH:28][C:15]([C:12]2[C:8]3[CH:7]=[CH:6][C:5]([OH:4])=[CH:14][C:9]=3[S:10][C:11]=2[CH3:13])=[O:19])[CH2:27][CH2:26]1. (8) Given the reactants [CH3:1][N:2]1[CH:7]=[C:6](B2OC(C)(C)C(C)(C)O2)[CH:5]=[C:4]([NH:17][C:18]2[CH:23]=[CH:22][C:21]([C:24]([N:26]3[CH2:31][CH2:30][O:29][CH2:28][CH2:27]3)=[O:25])=[CH:20][N:19]=2)[C:3]1=[O:32].Br[C:34]1[C:35]([CH3:54])=[C:36]([C:40]2[C:49](=[O:50])[C:48]3[C:43](=[CH:44][C:45]([N:51]([CH3:53])[CH3:52])=[CH:46][CH:47]=3)[NH:42][CH:41]=2)[CH:37]=[CH:38][CH:39]=1.P([O-])([O-])([O-])=O.[K+].[K+].[K+], predict the reaction product. The product is: [CH3:53][N:51]([CH3:52])[C:45]1[CH:44]=[C:43]2[C:48]([C:49](=[O:50])[C:40]([C:36]3[CH:37]=[CH:38][CH:39]=[C:34]([C:6]4[CH:5]=[C:4]([NH:17][C:18]5[CH:23]=[CH:22][C:21]([C:24]([N:26]6[CH2:31][CH2:30][O:29][CH2:28][CH2:27]6)=[O:25])=[CH:20][N:19]=5)[C:3](=[O:32])[N:2]([CH3:1])[CH:7]=4)[C:35]=3[CH3:54])=[CH:41][NH:42]2)=[CH:47][CH:46]=1. (9) Given the reactants Cl[CH2:2][C:3]([N:5]1[CH2:10][C@H:9]([CH3:11])[N:8]([CH2:12][C:13]2[CH:18]=[CH:17][C:16]([F:19])=[CH:15][CH:14]=2)[CH2:7][C@H:6]1[CH3:20])=[O:4].[CH2:21]([O:23][P:24]([C:29]1[CH:34]=[C:33]([Cl:35])[CH:32]=[CH:31][C:30]=1[OH:36])(=[O:28])[O:25][CH2:26][CH3:27])[CH3:22].C(=O)([O-])[O-].[K+].[K+].[I-].[K+], predict the reaction product. The product is: [CH2:21]([O:23][P:24]([C:29]1[CH:34]=[C:33]([Cl:35])[CH:32]=[CH:31][C:30]=1[O:36][CH2:2][C:3]([N:5]1[CH2:10][C@H:9]([CH3:11])[N:8]([CH2:12][C:13]2[CH:18]=[CH:17][C:16]([F:19])=[CH:15][CH:14]=2)[CH2:7][C@H:6]1[CH3:20])=[O:4])(=[O:28])[O:25][CH2:26][CH3:27])[CH3:22].